Dataset: Full USPTO retrosynthesis dataset with 1.9M reactions from patents (1976-2016). Task: Predict the reactants needed to synthesize the given product. (1) Given the product [C:1]([O:5][C:6]([N:8]1[CH2:13][CH2:12][CH:11]([C:14]2[O:15][C:26]([CH3:27])=[N:17][N:16]=2)[CH2:10][CH2:9]1)=[O:7])([CH3:4])([CH3:2])[CH3:3], predict the reactants needed to synthesize it. The reactants are: [C:1]([O:5][C:6]([N:8]1[CH2:13][CH2:12][CH:11]([C:14]([NH:16][NH2:17])=[O:15])[CH2:10][CH2:9]1)=[O:7])([CH3:4])([CH3:3])[CH3:2].COC(OC)N(C)C.[CH2:26]1COC[CH2:27]1. (2) Given the product [F:1][CH:2]([F:18])[CH2:3][CH2:4][O:5][C:6]1[CH:11]=[CH:10][CH:9]=[C:8]([C:12]#[CH:13])[CH:7]=1, predict the reactants needed to synthesize it. The reactants are: [F:1][CH:2]([F:18])[CH2:3][CH2:4][O:5][C:6]1[CH:7]=[C:8]([C:12]#[C:13][Si](C)(C)C)[CH:9]=[CH:10][CH:11]=1.C([O-])([O-])=O.[K+].[K+]. (3) The reactants are: O[CH:2]1[CH2:7][CH2:6][CH2:5][N:4]([C:8]2[CH:9]=[C:10]3[N:26]([CH3:27])[CH:25]=[CH:24][C:11]3=[N:12][C:13]=2[C@@H:14]([NH:16][C:17](=[O:23])[O:18][C:19]([CH3:22])([CH3:21])[CH3:20])[CH3:15])[CH2:3]1.[C:28]1(=[O:38])[C:36]2[C:31](=[CH:32][CH:33]=[CH:34][CH:35]=2)[C:30](=[O:37])[NH:29]1.C1C=CC(P(C2C=CC=CC=2)C2C=CC=CC=2)=CC=1.N(C(OCC)=O)=NC(OCC)=O. Given the product [O:38]=[C:28]1[C:36]2[C:31](=[CH:32][CH:33]=[CH:34][CH:35]=2)[C:30](=[O:37])[N:29]1[CH:2]1[CH2:7][CH2:6][CH2:5][N:4]([C:8]2[CH:9]=[C:10]3[N:26]([CH3:27])[CH:25]=[CH:24][C:11]3=[N:12][C:13]=2[C@@H:14]([NH:16][C:17](=[O:23])[O:18][C:19]([CH3:20])([CH3:21])[CH3:22])[CH3:15])[CH2:3]1, predict the reactants needed to synthesize it. (4) Given the product [C:17]([O:16][C@H:7]([C@@H:8]([O:12][C:13](=[O:15])[CH3:14])[C:9]([N:29]([CH2:30][CH2:31][Cl:32])[C:28]1[CH:27]=[CH:26][C:25]([C:21]([CH3:24])([CH3:22])[CH3:23])=[CH:34][CH:33]=1)=[O:11])[C:6]([O:5][C:1]([CH3:2])([CH3:3])[CH3:4])=[O:20])(=[O:19])[CH3:18], predict the reactants needed to synthesize it. The reactants are: [C:1]([O:5][C:6](=[O:20])[C@H:7]([O:16][C:17](=[O:19])[CH3:18])[C@@H:8]([O:12][C:13](=[O:15])[CH3:14])[C:9]([OH:11])=O)([CH3:4])([CH3:3])[CH3:2].[C:21]([C:25]1[CH:34]=[CH:33][C:28]([NH:29][CH2:30][CH2:31][Cl:32])=[CH:27][CH:26]=1)([CH3:24])([CH3:23])[CH3:22].Cl.C(N=C=NCCCN(C)C)C.O. (5) The reactants are: Cl[C:2]1[CH:3]=[CH:4][C:5]([N+:9]([O-:11])=[O:10])=[C:6]([CH:8]=1)[NH2:7].B(O)(O)[C:13]1[CH:18]=[CH:17][C:16]([CH2:19][N:20]2[CH2:25][CH2:24][O:23][CH2:22][CH2:21]2)=[CH:15][CH:14]=1.C([O-])([O-])=O.[Na+].[Na+]. Given the product [N:20]1([CH2:19][C:16]2[CH:15]=[CH:14][C:13]([C:2]3[CH:3]=[CH:4][C:5]([N+:9]([O-:11])=[O:10])=[C:6]([NH2:7])[CH:8]=3)=[CH:18][CH:17]=2)[CH2:21][CH2:22][O:23][CH2:24][CH2:25]1, predict the reactants needed to synthesize it. (6) Given the product [NH2:1][C:3]1[C:10]([F:11])=[CH:9][C:6]([C:7]#[N:8])=[C:5]([NH:12][S:13]([CH3:16])(=[O:15])=[O:14])[CH:4]=1, predict the reactants needed to synthesize it. The reactants are: [NH3:1].F[C:3]1[C:10]([F:11])=[CH:9][C:6]([C:7]#[N:8])=[C:5]([N:12](S(C)(=O)=O)[S:13]([CH3:16])(=[O:15])=[O:14])[CH:4]=1. (7) Given the product [C:27]([O:26][C:24]([N:21]1[CH2:22][CH2:23][CH:18]([CH2:17][CH2:16][CH2:15][N:10]2[C:11]3[C:7](=[CH:6][C:5]([CH2:3][OH:2])=[C:13]([Cl:14])[CH:12]=3)[CH:8]=[CH:9]2)[CH2:19][CH2:20]1)=[O:25])([CH3:30])([CH3:28])[CH3:29], predict the reactants needed to synthesize it. The reactants are: C[O:2][C:3]([C:5]1[CH:6]=[C:7]2[C:11](=[CH:12][C:13]=1[Cl:14])[N:10]([CH2:15][CH2:16][CH2:17][CH:18]1[CH2:23][CH2:22][N:21]([C:24]([O:26][C:27]([CH3:30])([CH3:29])[CH3:28])=[O:25])[CH2:20][CH2:19]1)[CH:9]=[CH:8]2)=O.[H-].C([Al+]CC(C)C)C(C)C.C([O-])(O)=O.[Na+].C(C(C(C([O-])=O)O)O)([O-])=O.[K+].[Na+]. (8) Given the product [CH2:14]([S:11]([C:3]1[CH:4]=[CH:5][C:6]([N+:8]([O-:10])=[O:9])=[CH:7][C:2]=1[C:24]1[N:23]([C:21]([O:20][C:16]([CH3:19])([CH3:18])[CH3:17])=[O:22])[CH:27]=[CH:26][CH:25]=1)(=[O:13])=[O:12])[CH3:15], predict the reactants needed to synthesize it. The reactants are: Br[C:2]1[CH:7]=[C:6]([N+:8]([O-:10])=[O:9])[CH:5]=[CH:4][C:3]=1[S:11]([CH2:14][CH3:15])(=[O:13])=[O:12].[C:16]([O:20][C:21]([N:23]1[CH:27]=[CH:26][CH:25]=[C:24]1B(O)O)=[O:22])([CH3:19])([CH3:18])[CH3:17].C(=O)([O-])[O-].[Na+].[Na+]. (9) Given the product [CH3:31][C:23]([S:22][C:19]1[CH:20]=[CH:21][C:16]([CH2:15][N:8]([CH2:9][C:10]2[S:11][CH:12]=[CH:13][N:14]=2)[C:4]2[CH:3]=[C:2]([C:39]3[CH:38]=[CH:37][CH:36]=[C:35]([C:34]([F:45])([F:44])[F:33])[CH:40]=3)[N:7]=[CH:6][N:5]=2)=[CH:17][CH:18]=1)([CH3:32])[C:24]([O:26][C:27]([CH3:30])([CH3:29])[CH3:28])=[O:25], predict the reactants needed to synthesize it. The reactants are: Cl[C:2]1[N:7]=[CH:6][N:5]=[C:4]([N:8]([CH2:15][C:16]2[CH:21]=[CH:20][C:19]([S:22][C:23]([CH3:32])([CH3:31])[C:24]([O:26][C:27]([CH3:30])([CH3:29])[CH3:28])=[O:25])=[CH:18][CH:17]=2)[CH2:9][C:10]2[S:11][CH:12]=[CH:13][N:14]=2)[CH:3]=1.[F:33][C:34]([F:45])([F:44])[C:35]1[CH:36]=[C:37](B(O)O)[CH:38]=[CH:39][CH:40]=1.C(=O)([O-])[O-].[K+].[K+].